This data is from Full USPTO retrosynthesis dataset with 1.9M reactions from patents (1976-2016). The task is: Predict the reactants needed to synthesize the given product. (1) Given the product [I:21][C:13]1[CH:12]=[CH:11][C:10]([C:1]2[CH:2]=[CH:3][C:4]([C:7]([OH:9])=[O:8])=[CH:5][CH:6]=2)=[CH:15][CH:14]=1, predict the reactants needed to synthesize it. The reactants are: [C:1]1([C:10]2[CH:15]=[CH:14][CH:13]=[CH:12][CH:11]=2)[CH:6]=[CH:5][C:4]([C:7]([OH:9])=[O:8])=[CH:3][CH:2]=1.FC(F)(F)C(O[I:21](C1C=CC=CC=1)OC(=O)C(F)(F)F)=O. (2) Given the product [CH:2]([CH:3]1[CH2:4][CH:5]2[C:6]3([CH3:14])[CH2:7][CH2:8][CH2:9][CH:12]2[CH2:13][C:10]13[CH3:11])([CH3:15])[CH3:1], predict the reactants needed to synthesize it. The reactants are: [CH3:1][C:2]1([CH3:15])[CH:8]2[CH:9]3[CH2:12][CH2:13][CH:7]2[C:6]([CH3:14])([C:10]3=[CH2:11])[CH2:5][CH2:4][CH2:3]1.BrCC(O)=O. (3) The reactants are: [N:1]12[CH2:8][CH2:7][CH:4]([CH2:5][CH2:6]1)[C:3](=[O:9])[CH2:2]2.[CH:10]([Mg]Br)=[CH2:11].Cl.[OH-].[Na+]. Given the product [CH:10]([C:3]1([OH:9])[CH:4]2[CH2:7][CH2:8][N:1]([CH2:6][CH2:5]2)[CH2:2]1)=[CH2:11], predict the reactants needed to synthesize it. (4) Given the product [CH3:1][O:2][C:3]([C:5]1[C:18]([NH:19][C:20]2[CH:25]=[CH:24][C:23]([Br:26])=[CH:22][C:21]=2[Cl:27])=[C:17]([F:28])[C:8]2[N:9]=[CH:10][N:11]([CH2:12][CH2:13][C:14](=[O:15])[N:35]3[CH2:30][CH2:29][CH2:34][CH2:33]3)[C:7]=2[CH:6]=1)=[O:4], predict the reactants needed to synthesize it. The reactants are: [CH3:1][O:2][C:3]([C:5]1[C:18]([NH:19][C:20]2[CH:25]=[CH:24][C:23]([Br:26])=[CH:22][C:21]=2[Cl:27])=[C:17]([F:28])[C:8]2[N:9]=[CH:10][N:11]([CH2:12][CH2:13][C:14](O)=[O:15])[C:7]=2[CH:6]=1)=[O:4].[CH:29]1[CH:30]=CC2N(O)N=[N:35][C:33]=2[CH:34]=1.O.CCN(CC)CC.N1CCCC1.CCN=C=NCCCN(C)C. (5) Given the product [F:27][C:28]1[CH:34]=[CH:33][C:31]([NH:32][CH:2]([C:4]2[CH:5]=[C:6]([C:22]([N:24]([CH3:26])[CH3:25])=[O:23])[CH:7]=[C:8]3[C:13]=2[O:12][C:11]([N:14]2[CH2:19][CH2:18][O:17][C@@H:16]([CH3:20])[CH2:15]2)=[CH:10][C:9]3=[O:21])[CH3:3])=[CH:30][CH:29]=1, predict the reactants needed to synthesize it. The reactants are: Br[CH:2]([C:4]1[CH:5]=[C:6]([C:22]([N:24]([CH3:26])[CH3:25])=[O:23])[CH:7]=[C:8]2[C:13]=1[O:12][C:11]([N:14]1[CH2:19][CH2:18][O:17][C@@H:16]([CH3:20])[CH2:15]1)=[CH:10][C:9]2=[O:21])[CH3:3].[F:27][C:28]1[CH:34]=[CH:33][C:31]([NH2:32])=[CH:30][CH:29]=1.